From a dataset of Forward reaction prediction with 1.9M reactions from USPTO patents (1976-2016). Predict the product of the given reaction. (1) Given the reactants [N:1]1([CH2:6][C:7]2[CH:12]=[CH:11][C:10]([CH2:13][CH2:14][NH2:15])=[CH:9][CH:8]=2)[CH2:5][CH2:4][CH2:3][CH2:2]1.[Cl:16][C:17]1[CH:18]=[C:19]([C:23]2[CH:28]=[CH:27][C:26]([C:29](O)=[O:30])=[CH:25][CH:24]=2)[CH:20]=[CH:21][CH:22]=1, predict the reaction product. The product is: [N:1]1([CH2:6][C:7]2[CH:12]=[CH:11][C:10]([CH2:13][CH2:14][NH:15][C:29]([C:26]3[CH:25]=[CH:24][C:23]([C:19]4[CH:20]=[CH:21][CH:22]=[C:17]([Cl:16])[CH:18]=4)=[CH:28][CH:27]=3)=[O:30])=[CH:9][CH:8]=2)[CH2:5][CH2:4][CH2:3][CH2:2]1. (2) Given the reactants Cl.[CH3:2][O:3][C:4]1[CH:5]=[C:6]([CH:12]2[NH:17][N:16]([CH:18]3[CH2:23][CH2:22][NH:21][CH2:20][CH2:19]3)[C:15](=[O:24])[CH2:14][CH2:13]2)[CH:7]=[CH:8][C:9]=1[O:10][CH3:11].[CH3:25][N:26]1[CH2:31][CH2:30][N:29]([C:32]([Cl:34])=[O:33])[CH2:28][CH2:27]1.C(N1CCC(N2C(=O)CC(C)C(C3C=CC(OC)=C(OC)C=3)=N2)CC1)(=O)C, predict the reaction product. The product is: [ClH:34].[CH3:2][O:3][C:4]1[CH:5]=[C:6]([C:12]2[CH2:13][CH2:14][C:15](=[O:24])[N:16]([CH:18]3[CH2:19][CH2:20][N:21]([C:32]([N:29]4[CH2:30][CH2:31][N:26]([CH3:25])[CH2:27][CH2:28]4)=[O:33])[CH2:22][CH2:23]3)[N:17]=2)[CH:7]=[CH:8][C:9]=1[O:10][CH3:11]. (3) Given the reactants [NH:1]1[CH:5]=[C:4]([CH:6]=[CH:7][C:8]2[CH:24]=[CH:23][C:11]([C:12]([NH:14][C@H:15]([C:20]([OH:22])=[O:21])[CH2:16][CH2:17][S:18][CH3:19])=[O:13])=[C:10]([C:25]3[CH:30]=[CH:29][CH:28]=[CH:27][CH:26]=3)[CH:9]=2)[N:3]=[CH:2]1.[H][H], predict the reaction product. The product is: [NH:1]1[CH:5]=[C:4]([CH2:6][CH2:7][C:8]2[CH:24]=[CH:23][C:11]([C:12]([NH:14][C@H:15]([C:20]([OH:22])=[O:21])[CH2:16][CH2:17][S:18][CH3:19])=[O:13])=[C:10]([C:25]3[CH:30]=[CH:29][CH:28]=[CH:27][CH:26]=3)[CH:9]=2)[N:3]=[CH:2]1. (4) Given the reactants [CH3:1][S:2]([C:5]1[CH:10]=[CH:9][C:8]([C:11]2[N:16]=[CH:15][C:14]([O:17][CH:18]([CH:20]3[CH2:25][CH2:24][N:23](C(OCC4C=CC=CC=4)=O)[CH2:22][CH2:21]3)[CH3:19])=[CH:13][CH:12]=2)=[CH:7][CH:6]=1)(=[O:4])=[O:3], predict the reaction product. The product is: [CH3:1][S:2]([C:5]1[CH:10]=[CH:9][C:8]([C:11]2[CH:12]=[CH:13][C:14]([O:17][CH:18]([CH:20]3[CH2:25][CH2:24][NH:23][CH2:22][CH2:21]3)[CH3:19])=[CH:15][N:16]=2)=[CH:7][CH:6]=1)(=[O:3])=[O:4]. (5) Given the reactants [CH2:1]([O:8][C:9]1[CH:14]=[CH:13][C:12]([NH2:15])=[CH:11][CH:10]=1)[C:2]1[CH:7]=[CH:6][CH:5]=[CH:4][CH:3]=1.N1C=CC=CC=1.Cl[C:23]([O:25][C:26]1[CH:31]=[CH:30][CH:29]=[CH:28][CH:27]=1)=[O:24].O, predict the reaction product. The product is: [C:26]1([O:25][C:23](=[O:24])[NH:15][C:12]2[CH:11]=[CH:10][C:9]([O:8][CH2:1][C:2]3[CH:3]=[CH:4][CH:5]=[CH:6][CH:7]=3)=[CH:14][CH:13]=2)[CH:31]=[CH:30][CH:29]=[CH:28][CH:27]=1. (6) Given the reactants [OH:1][CH:2]([CH:16]=[CH2:17])[CH2:3][CH2:4][C:5]1[C:10]([C:11]#[N:12])=[C:9]([O:13][CH3:14])[N:8]=[C:7]([CH3:15])[CH:6]=1.[H-].[H-].[H-].[H-].[Li+].[Al+3], predict the reaction product. The product is: [NH2:12][CH2:11][C:10]1[C:9]([O:13][CH3:14])=[N:8][C:7]([CH3:15])=[CH:6][C:5]=1[CH2:4][CH2:3][CH:2]([OH:1])[CH:16]=[CH2:17].